This data is from HIV replication inhibition screening data with 41,000+ compounds from the AIDS Antiviral Screen. The task is: Binary Classification. Given a drug SMILES string, predict its activity (active/inactive) in a high-throughput screening assay against a specified biological target. The molecule is COC(=O)C1(Cc2ccc3c(c2)CCC3)Cc2ccc3c(c2C1=O)CCC3. The result is 0 (inactive).